This data is from Full USPTO retrosynthesis dataset with 1.9M reactions from patents (1976-2016). The task is: Predict the reactants needed to synthesize the given product. (1) Given the product [I:15][C:2]1[CH:7]=[C:6]([I:16])[N:5]=[C:4]([NH:9][C@@H:10]([CH3:14])[CH2:11][O:12][CH3:13])[N:3]=1, predict the reactants needed to synthesize it. The reactants are: Cl[C:2]1[CH:7]=[C:6](Cl)[N:5]=[C:4]([NH:9][C@@H:10]([CH3:14])[CH2:11][O:12][CH3:13])[N:3]=1.[IH:15].[I-:16].[Na+].C(Cl)Cl. (2) Given the product [CH-:1]1[CH:5]=[CH:4][CH:3]=[CH:2]1.[CH-:6]1[CH:10]=[CH:9][CH:8]=[CH:7]1.[Rh+2:11].[CH3:48][CH:46]([Si:42]([CH:49]([CH3:51])[CH3:50])([CH:43]([CH3:45])[CH3:44])[C:41]#[C:40][C:29]1[C:28]2[C:19](=[CH:20][C:21]3[C:26]([CH:27]=2)=[CH:25][CH:24]=[CH:23][CH:22]=3)[C:18]([C:17]#[C:16][Si:15]([CH:52]([CH3:54])[CH3:53])([CH:13]([CH3:14])[CH3:12])[CH:55]([CH3:56])[CH3:57])=[C:39]2[C:30]=1[CH:31]=[C:32]1[C:37](=[CH:38]2)[CH:36]=[CH:35][CH:34]=[CH:33]1)[CH3:47], predict the reactants needed to synthesize it. The reactants are: [CH-:1]1[CH:5]=[CH:4][CH:3]=[CH:2]1.[CH-:6]1[CH:10]=[CH:9][CH:8]=[CH:7]1.[Rh+2:11].[CH3:12][CH:13]([Si:15]([CH:55]([CH3:57])[CH3:56])([CH:52]([CH3:54])[CH3:53])[C:16]#[C:17][C:18]1[C:39]2[C:30](=[CH:31][C:32]3[C:37]([CH:38]=2)=[CH:36][CH:35]=[CH:34][CH:33]=3)[C:29]([C:40]#[C:41][Si:42]([CH:49]([CH3:51])[CH3:50])([CH:46]([CH3:48])[CH3:47])[CH:43]([CH3:45])[CH3:44])=[C:28]2[C:19]=1[CH:20]=[C:21]1[C:26](=[CH:27]2)[CH:25]=[CH:24][CH:23]=[CH:22]1)[CH3:14]. (3) Given the product [CH3:26][O:25][C:16]1[CH:17]=[C:18]([C:21]([O:23][CH3:24])=[O:22])[CH:19]=[CH:20][C:15]=1[C:14]#[C:13][CH:9]1[CH2:10][CH2:11][CH2:12][NH:8]1, predict the reactants needed to synthesize it. The reactants are: C(OC([N:8]1[CH2:12][CH2:11][CH2:10][CH:9]1[C:13]#[C:14][C:15]1[CH:20]=[CH:19][C:18]([C:21]([O:23][CH3:24])=[O:22])=[CH:17][C:16]=1[O:25][CH3:26])=O)(C)(C)C.C(O)(C(F)(F)F)=O. (4) Given the product [CH:12]1(/[CH:17]=[C:18](\[C:27]2[CH:28]=[N:29][C:30]([S:33]([CH3:34])=[O:9])=[CH:31][CH:32]=2)/[C:19]([NH:21][C:22]2[S:23][CH:24]=[CH:25][N:26]=2)=[O:20])[CH2:16][CH2:15][CH2:14][CH2:13]1, predict the reactants needed to synthesize it. The reactants are: C1C=C(Cl)C=C(C(OO)=[O:9])C=1.[CH:12]1(/[CH:17]=[C:18](\[C:27]2[CH:28]=[N:29][C:30]([S:33][CH3:34])=[CH:31][CH:32]=2)/[C:19]([NH:21][C:22]2[S:23][CH:24]=[CH:25][N:26]=2)=[O:20])[CH2:16][CH2:15][CH2:14][CH2:13]1. (5) Given the product [CH2:18]([O:17][C:15]([NH:14][C:10]1[C:9]([F:20])=[C:8]([CH2:7][CH2:6][CH2:5][CH2:4][C:3]([OH:21])=[O:2])[CH:13]=[CH:12][CH:11]=1)=[O:16])[CH3:19], predict the reactants needed to synthesize it. The reactants are: C[O:2][C:3](=[O:21])[CH2:4][CH2:5][CH2:6][CH2:7][C:8]1[CH:13]=[CH:12][CH:11]=[C:10]([NH:14][C:15]([O:17][CH2:18][CH3:19])=[O:16])[C:9]=1[F:20].C[O-].[Li+].Cl. (6) Given the product [NH2:1][C:2]1[C:11]([F:12])=[C:10]([NH:13][CH2:14][CH2:15][C:16]([O:18][CH2:19][CH3:20])=[O:17])[C:9]([O:21][CH3:22])=[C:8]2[C:3]=1[C:4](=[O:29])[CH:5]=[CH:6][N:7]2[CH:23]1[CH2:24][CH2:25]1, predict the reactants needed to synthesize it. The reactants are: [NH2:1][C:2]1[C:11]([F:12])=[C:10]([NH:13][CH2:14][CH2:15][C:16]([O:18][CH2:19][CH3:20])=[O:17])[C:9]([O:21][CH3:22])=[C:8]2[C:3]=1[C:4](=[O:29])[C:5](C(O)=O)=[CH:6][N:7]2[CH:23]1[CH2:25][CH2:24]1.[C-]#N.[Na+].